Predict the product of the given reaction. From a dataset of Forward reaction prediction with 1.9M reactions from USPTO patents (1976-2016). Given the reactants [C:1]([O:9][CH2:10][C@@H:11]([NH:13][CH2:14][CH3:15])[CH3:12])(=[O:8])[C:2]1[CH:7]=[CH:6][CH:5]=[CH:4][CH:3]=1.[CH3:16][C:17]1[CH:18]=[CH:19][C:20]([N:26]2[N:30]=[CH:29][CH:28]=[N:27]2)=[C:21]([CH:25]=1)[C:22]([OH:24])=O, predict the reaction product. The product is: [C:1]([O:9][CH2:10][C@@H:11]([N:13]([CH2:14][CH3:15])[C:22](=[O:24])[C:21]1[CH:25]=[C:17]([CH3:16])[CH:18]=[CH:19][C:20]=1[N:26]1[N:30]=[CH:29][CH:28]=[N:27]1)[CH3:12])(=[O:8])[C:2]1[CH:7]=[CH:6][CH:5]=[CH:4][CH:3]=1.